The task is: Predict the product of the given reaction.. This data is from Forward reaction prediction with 1.9M reactions from USPTO patents (1976-2016). (1) Given the reactants [B:10]1([B:10]2[O:14][C:13]([CH3:16])([CH3:15])[C:12]([CH3:18])([CH3:17])[O:11]2)[O:14][C:13]([CH3:16])([CH3:15])[C:12]([CH3:18])([CH3:17])[O:11]1.C([O-])(=O)C.[Na+].C1(P(C2CCCCC2)C2CCCCC2)CCCCC1.[NH2:43][C:44]1[CH:51]=[CH:50][C:49](Cl)=[CH:48][C:45]=1[C:46]#[N:47], predict the reaction product. The product is: [NH2:43][C:44]1[CH:51]=[CH:50][C:49]([B:10]2[O:11][C:12]([CH3:17])([CH3:18])[C:13]([CH3:15])([CH3:16])[O:14]2)=[CH:48][C:45]=1[C:46]#[N:47]. (2) Given the reactants Br[C:2]1[CH:3]=[CH:4][C:5]([Cl:14])=[C:6]([CH:13]=1)[NH:7][NH:8][C:9](=[O:12])[O:10][CH3:11].[Sn]([CH2:28][OH:29])(CCCC)(CCCC)CCCC.O.CCOC(C)=O, predict the reaction product. The product is: [Cl:14][C:5]1[CH:4]=[CH:3][C:2]([CH2:28][OH:29])=[CH:13][C:6]=1[NH:7][NH:8][C:9](=[O:12])[O:10][CH3:11]. (3) Given the reactants [Cl:1][C:2]1[N:18]([C:19]2[CH:24]=[CH:23][CH:22]=[C:21]([N+:25]([O-])=O)[CH:20]=2)[C:5]2[N:6]=[CH:7][N:8]=[C:9]([NH:10][C:11](=[O:17])[O:12][C:13]([CH3:16])([CH3:15])[CH3:14])[C:4]=2[C:3]=1[C:28]1[CH:33]=[CH:32][C:31]([Cl:34])=[CH:30][CH:29]=1.[NH4+].[Cl-].O.CCO, predict the reaction product. The product is: [NH2:25][C:21]1[CH:20]=[C:19]([N:18]2[C:5]3[N:6]=[CH:7][N:8]=[C:9]([NH:10][C:11](=[O:17])[O:12][C:13]([CH3:14])([CH3:15])[CH3:16])[C:4]=3[C:3]([C:28]3[CH:29]=[CH:30][C:31]([Cl:34])=[CH:32][CH:33]=3)=[C:2]2[Cl:1])[CH:24]=[CH:23][CH:22]=1.